Dataset: Retrosynthesis with 50K atom-mapped reactions and 10 reaction types from USPTO. Task: Predict the reactants needed to synthesize the given product. The reactants are: CN=C1CCC(c2ccc(Cl)c(Cl)c2)c2ccccc21. Given the product CN[C@H]1CC[C@@H](c2ccc(Cl)c(Cl)c2)c2ccccc21, predict the reactants needed to synthesize it.